Predict the reaction yield, written as a fraction of the theoretical maximum amount of product (1.0 means a 100% yield; for example, 0.34 means a 34% yield). From a dataset of Reaction yield outcomes from USPTO patents with 853,638 reactions. The reactants are [CH3:1][O:2][C:3](=[O:16])[NH:4][C:5]1[S:6][C:7]2[CH:13]=[CH:12][CH:11]=[C:10]([O:14][CH3:15])[C:8]=2[N:9]=1.[N+:17]([O-])([OH:19])=[O:18]. The catalyst is C(O)(=O)C. The product is [CH3:1][O:2][C:3](=[O:16])[NH:4][C:5]1[S:6][C:7]2[C:13]([N+:17]([O-:19])=[O:18])=[CH:12][CH:11]=[C:10]([O:14][CH3:15])[C:8]=2[N:9]=1. The yield is 0.470.